This data is from Full USPTO retrosynthesis dataset with 1.9M reactions from patents (1976-2016). The task is: Predict the reactants needed to synthesize the given product. (1) Given the product [Cl:17][C:5]1[C:4]2[C:9](=[CH:10][CH:11]=[C:2]([I:1])[CH:3]=2)[N:8]=[CH:7][C:6]=1[C:12]#[N:13], predict the reactants needed to synthesize it. The reactants are: [I:1][C:2]1[CH:3]=[C:4]2[C:9](=[CH:10][CH:11]=1)[NH:8][CH:7]=[C:6]([C:12]#[N:13])[C:5]2=O.P(Cl)(Cl)([Cl:17])=O. (2) The reactants are: [CH2:1]([O:3][C:4]([CH:6]1[CH2:15][C:14]2[C:9](=[CH:10][CH:11]=[CH:12][CH:13]=2)[CH2:8][NH:7]1)=[O:5])[CH3:2].[O:16]([C:23]1[CH:24]=[C:25]([CH:29]=[CH:30][CH:31]=1)[C:26](O)=[O:27])[C:17]1[CH:22]=[CH:21][CH:20]=[CH:19][CH:18]=1.Cl.CN(C)CCCN=C=NCC. Given the product [CH2:1]([O:3][C:4]([CH:6]1[CH2:15][C:14]2[C:9](=[CH:10][CH:11]=[CH:12][CH:13]=2)[CH2:8][N:7]1[C:26](=[O:27])[C:25]1[CH:29]=[CH:30][CH:31]=[C:23]([O:16][C:17]2[CH:18]=[CH:19][CH:20]=[CH:21][CH:22]=2)[CH:24]=1)=[O:5])[CH3:2], predict the reactants needed to synthesize it. (3) Given the product [CH3:10][O:9][C:5]1[CH:6]=[CH:7][CH:8]=[C:3]([N:2]([CH3:1])[C:11]2[CH:16]=[CH:15][CH:14]=[CH:13][CH:12]=2)[C:4]=1[P:23]([CH:27]1[CH2:32][CH2:31][CH2:30][CH2:29][CH2:28]1)[CH:21]1[CH2:35][CH2:39][CH2:18][CH2:19][CH2:20]1, predict the reactants needed to synthesize it. The reactants are: [CH3:1][N:2]([C:11]1[CH:16]=[CH:15][CH:14]=[CH:13][CH:12]=1)[C:3]1[CH:8]=[CH:7][CH:6]=[C:5]([O:9][CH3:10])[CH:4]=1.[Li][CH2:18][CH2:19][CH2:20][CH3:21].[Li].[P:23](Cl)(Cl)Cl.[CH:27]1([Mg]Cl)[CH2:32][CH2:31][CH2:30][CH2:29][CH2:28]1.[CH2:35]1[CH2:39]OCC1. (4) Given the product [F:1][C:2]1[CH:7]=[C:6]([C:36]2[CH:35]=[C:34]3[C:39](=[CH:38][CH:37]=2)[NH:31][CH:32]=[CH:33]3)[CH:5]=[CH:4][C:3]=1[CH2:9][N:10]1[C:19]2[CH:18]=[CH:17][CH:16]=[CH:15][C:14]=2[C:13]2=[N:20][N:21]([C:24]3[CH:29]=[CH:28][CH:27]=[CH:26][C:25]=3[F:30])[C:22](=[O:23])[C:12]2=[CH:11]1, predict the reactants needed to synthesize it. The reactants are: [F:1][C:2]1[CH:7]=[C:6](I)[CH:5]=[CH:4][C:3]=1[CH2:9][N:10]1[C:19]2[CH:18]=[CH:17][CH:16]=[CH:15][C:14]=2[C:13]2=[N:20][N:21]([C:24]3[CH:29]=[CH:28][CH:27]=[CH:26][C:25]=3[F:30])[C:22](=[O:23])[C:12]2=[CH:11]1.[NH:31]1[C:39]2[C:34](=[CH:35][C:36](B(O)O)=[CH:37][CH:38]=2)[CH:33]=[CH:32]1.C(=O)([O-])[O-].[K+].[K+].C1(P(C2CCCCC2)C2C=CC=CC=2C2C(C(C)C)=CC(C(C)C)=CC=2C(C)C)CCCCC1. (5) Given the product [Br:1][C:2]1[CH:3]=[CH:4][C:5]2[N:6]([C:8]([CH2:11][N:13]3[CH2:18][CH2:17][O:16][CH2:15][CH2:14]3)=[CH:9][N:10]=2)[CH:7]=1, predict the reactants needed to synthesize it. The reactants are: [Br:1][C:2]1[CH:3]=[CH:4][C:5]2[N:6]([C:8]([CH:11]=O)=[CH:9][N:10]=2)[CH:7]=1.[NH:13]1[CH2:18][CH2:17][O:16][CH2:15][CH2:14]1.C(O)(=O)C.[BH4-].[Na+]. (6) Given the product [C:11]([N:18]1[CH2:19][CH2:20][N:21]([C:6]2[N:7]=[CH:2][C:3]3[CH:10]=[CH:9][NH:8][C:4]=3[N:5]=2)[CH2:22][CH2:23]1)([O:13][C:14]([CH3:17])([CH3:16])[CH3:15])=[O:12], predict the reactants needed to synthesize it. The reactants are: Cl[C:2]1[C:3]2[CH:10]=[CH:9][NH:8][C:4]=2[N:5]=[CH:6][N:7]=1.[C:11]([N:18]1[CH2:23][CH2:22][NH:21][CH2:20][CH2:19]1)([O:13][C:14]([CH3:17])([CH3:16])[CH3:15])=[O:12].CCN(C(C)C)C(C)C.